This data is from Full USPTO retrosynthesis dataset with 1.9M reactions from patents (1976-2016). The task is: Predict the reactants needed to synthesize the given product. (1) Given the product [N+:1]([C:4]1[CH:5]=[C:6]([C:12]2[O:13][C:14]3[CH:20]=[CH:19][C:18]([C:25]4[CH:26]=[CH:27][CH:28]=[CH:29][C:24]=4[O:23][CH3:22])=[CH:17][C:15]=3[N:16]=2)[CH:7]=[CH:8][C:9]=1[O:10][CH3:11])([O-:3])=[O:2], predict the reactants needed to synthesize it. The reactants are: [N+:1]([C:4]1[CH:5]=[C:6]([C:12]2[O:13][C:14]3[CH:20]=[CH:19][C:18](Br)=[CH:17][C:15]=3[N:16]=2)[CH:7]=[CH:8][C:9]=1[O:10][CH3:11])([O-:3])=[O:2].[CH3:22][O:23][C:24]1[CH:29]=[CH:28][CH:27]=[CH:26][C:25]=1B(O)O. (2) Given the product [ClH:26].[NH2:25][CH:11]1[CH2:15][CH2:14][N:13]([C:16]2[CH:17]=[CH:18][C:19]([C:22]#[N:23])=[CH:20][CH:21]=2)[C:12]1=[O:24], predict the reactants needed to synthesize it. The reactants are: C(OC([C:11]1([NH2:25])[CH2:15][CH2:14][N:13]([C:16]2[CH:21]=[CH:20][C:19]([C:22]#[N:23])=[CH:18][CH:17]=2)[C:12]1=[O:24])=O)C1C=CC=CC=1.[ClH:26].[H][H]. (3) Given the product [C:1]([O:5][C:6]([N:8]([CH3:10])[NH:9][C:15]1[CH:16]=[CH:17][CH:18]=[CH:19][C:14]=1[O:13][CH2:11][CH3:12])=[O:7])([CH3:4])([CH3:3])[CH3:2], predict the reactants needed to synthesize it. The reactants are: [C:1]([O:5][C:6]([N:8]([CH3:10])[NH2:9])=[O:7])([CH3:4])([CH3:3])[CH3:2].[CH2:11]([O:13][C:14]1[CH:19]=[CH:18][CH:17]=[CH:16][C:15]=1B(O)O)[CH3:12].C(N(CC)CC)C. (4) Given the product [CH3:16][N:12]1[CH2:13][CH2:14][N:9]([C:3]2[CH:8]=[CH:7][CH:6]=[CH:5][CH:4]=2)[CH2:10][CH2:11]1, predict the reactants needed to synthesize it. The reactants are: [H-].[Na+].[C:3]1([N:9]2[CH2:14][CH2:13][NH:12][CH2:11][CH2:10]2)[CH:8]=[CH:7][CH:6]=[CH:5][CH:4]=1.I[CH3:16].O. (5) Given the product [Br:26][C:20]1[CH2:21][C:22]2[C:18]([CH:19]=1)=[C:17]([C:7]1[CH:8]=[C:9]([C:13]([CH3:16])([CH3:15])[CH3:14])[C:10]([O:11][CH3:12])=[C:5]([C:1]([CH3:2])([CH3:3])[CH3:4])[CH:6]=1)[CH:25]=[CH:24][CH:23]=2, predict the reactants needed to synthesize it. The reactants are: [C:1]([C:5]1[CH:6]=[C:7]([C:17]2[CH:25]=[CH:24][CH:23]=[C:22]3[C:18]=2[CH:19]=[CH:20][CH2:21]3)[CH:8]=[C:9]([C:13]([CH3:16])([CH3:15])[CH3:14])[C:10]=1[O:11][CH3:12])([CH3:4])([CH3:3])[CH3:2].[Br:26]N1C(=O)CCC1=O. (6) Given the product [CH:26]1([CH:21]2[CH:22]([C:23]([O:25][CH2:43][C:44]([C:46]3[CH:47]=[CH:48][C:49]([NH:52][C:53]([O:54][CH3:55])=[O:56])=[CH:50][CH:51]=3)=[O:45])=[O:24])[N:17]([C:15]([O:14][CH2:7][C:8]3[CH:13]=[CH:12][CH:11]=[CH:10][CH:9]=3)=[O:16])[CH2:18][CH:19]([CH:29]3[CH2:34][CH2:33][N:32]([C:35]([O:37][C:38]([CH3:41])([CH3:40])[CH3:39])=[O:36])[CH2:31][CH2:30]3)[CH2:20]2)[CH2:28][CH2:27]1, predict the reactants needed to synthesize it. The reactants are: C(=O)([O-])[O-].[Cs+].[Cs+].[CH2:7]([O:14][C:15]([N:17]1[CH:22]([C:23]([OH:25])=[O:24])[CH:21]([CH:26]2[CH2:28][CH2:27]2)[CH2:20][CH:19]([CH:29]2[CH2:34][CH2:33][N:32]([C:35]([O:37][C:38]([CH3:41])([CH3:40])[CH3:39])=[O:36])[CH2:31][CH2:30]2)[CH2:18]1)=[O:16])[C:8]1[CH:13]=[CH:12][CH:11]=[CH:10][CH:9]=1.Cl[CH2:43][C:44]([C:46]1[CH:51]=[CH:50][C:49]([NH:52][C:53](=[O:56])[O:54][CH3:55])=[CH:48][CH:47]=1)=[O:45]. (7) Given the product [Br:23][CH2:24][C:25]([C:4]1[CH:5]=[CH:6][C:1]([C@H:7]2[CH2:8][CH2:9][C@H:10]([CH2:13][C:14]([O:16][CH2:17][CH3:18])=[O:15])[CH2:11][CH2:12]2)=[CH:2][CH:3]=1)=[O:26], predict the reactants needed to synthesize it. The reactants are: [C:1]1([C@H:7]2[CH2:12][CH2:11][C@H:10]([CH2:13][C:14]([O:16][CH2:17][CH3:18])=[O:15])[CH2:9][CH2:8]2)[CH:6]=[CH:5][CH:4]=[CH:3][CH:2]=1.[Al+3].[Cl-].[Cl-].[Cl-].[Br:23][CH2:24][C:25](Br)=[O:26]. (8) The reactants are: C(NC(C)C)(C)C.[Li]CCCC.[CH:13]1([NH:16][C:17]([C:19]2[C:20]3[CH:21]=[CH:22][N:23]([CH2:28][O:29][CH2:30][CH3:31])[C:24]=3[CH:25]=[CH:26][CH:27]=2)=[O:18])[CH2:15][CH2:14]1.B(OC(C)C)(OC(C)C)OC(C)C.[Cl:45][C:46]1[N:51]=[C:50](Cl)[C:49]([Cl:53])=[CH:48][N:47]=1. Given the product [CH:13]1([NH:16][C:17]([C:19]2[C:20]3[CH:21]=[C:22]([C:48]4[C:49]([Cl:53])=[CH:50][N:51]=[C:46]([Cl:45])[N:47]=4)[N:23]([CH2:28][O:29][CH2:30][CH3:31])[C:24]=3[CH:25]=[CH:26][CH:27]=2)=[O:18])[CH2:15][CH2:14]1, predict the reactants needed to synthesize it.